Dataset: Reaction yield outcomes from USPTO patents with 853,638 reactions. Task: Predict the reaction yield, written as a fraction of the theoretical maximum amount of product (1.0 means a 100% yield; for example, 0.34 means a 34% yield). The reactants are [Cl:1][C:2]1[CH:3]=[C:4]([C:8]2[N:13]=[C:12]3[CH2:14][CH2:15][CH2:16][C:11]3=[C:10]([NH:17][C:18]3[CH:27]=[CH:26][C:21]([C:22]([O:24]C)=[O:23])=[CH:20][CH:19]=3)[CH:9]=2)[CH:5]=[CH:6][CH:7]=1.[Li+].[OH-].O.C1COCC1.Cl. The catalyst is CO.O. The product is [Cl:1][C:2]1[CH:3]=[C:4]([C:8]2[N:13]=[C:12]3[CH2:14][CH2:15][CH2:16][C:11]3=[C:10]([NH:17][C:18]3[CH:19]=[CH:20][C:21]([C:22]([OH:24])=[O:23])=[CH:26][CH:27]=3)[CH:9]=2)[CH:5]=[CH:6][CH:7]=1. The yield is 0.250.